This data is from Full USPTO retrosynthesis dataset with 1.9M reactions from patents (1976-2016). The task is: Predict the reactants needed to synthesize the given product. (1) Given the product [Cl:8][C:7]1[C:2]([Cl:1])=[CH:3][C:4]([C:9]2[CH2:20][C:21]([CH3:23])([CH3:22])[O:11][N:10]=2)=[CH:5][N:6]=1, predict the reactants needed to synthesize it. The reactants are: [Cl:1][C:2]1[CH:3]=[C:4]([C:9](Cl)=[N:10][OH:11])[CH:5]=[N:6][C:7]=1[Cl:8].C(N(CC)CC)C.[CH3:20][C:21](=[CH2:23])[CH3:22]. (2) Given the product [CH3:27][N:1]1[CH2:2][CH2:3][CH:4]([CH2:7][CH:8]2[CH2:9][CH2:10][N:11]([C:14]([O:16][C:17]([CH3:20])([CH3:19])[CH3:18])=[O:15])[CH2:12][CH2:13]2)[CH2:5][CH2:6]1, predict the reactants needed to synthesize it. The reactants are: [NH:1]1[CH2:6][CH2:5][CH:4]([CH2:7][CH:8]2[CH2:13][CH2:12][N:11]([C:14]([O:16][C:17]([CH3:20])([CH3:19])[CH3:18])=[O:15])[CH2:10][CH2:9]2)[CH2:3][CH2:2]1.[H-].[H-].[H-].[H-].[Li+].[Al+3].[CH:27](OCC)=O. (3) The reactants are: [C:1]([O:5][C:6]([N:8]1[CH2:17][CH2:16][C:15]2[N:14]([CH2:18][CH:19]3[CH2:22][CH2:21][CH2:20]3)[C:13](=[O:23])[C:12](B(O)O)=[CH:11][C:10]=2[CH2:9]1)=[O:7])([CH3:4])([CH3:3])[CH3:2].[F:27][C:28]1[CH:35]=[CH:34][CH:33]=[CH:32][C:29]=1[CH2:30]Br.C(=O)([O-])[O-].[Na+].[Na+].CCOC(C)=O. Given the product [CH:19]1([CH2:18][N:14]2[C:15]3[CH2:16][CH2:17][N:8]([C:6]([O:5][C:1]([CH3:4])([CH3:3])[CH3:2])=[O:7])[CH2:9][C:10]=3[CH:11]=[C:12]([CH2:30][C:29]3[CH:32]=[CH:33][CH:34]=[CH:35][C:28]=3[F:27])[C:13]2=[O:23])[CH2:22][CH2:21][CH2:20]1, predict the reactants needed to synthesize it. (4) Given the product [F:37][CH:9]([F:8])[CH2:10][NH:11][C:12]1[N:17]=[C:16]2[CH2:18][N:19]([C:2](=[O:1])[CH:4]([F:7])[F:5])[CH2:20][CH2:21][C:15]2=[N:14][C:13]=1[N:22]1[CH2:23][CH2:24][CH:25]([O:28][C:29]2[CH:34]=[CH:33][C:32]([F:35])=[CH:31][C:30]=2[F:36])[CH2:26][CH2:27]1.[C:2]([OH:3])([C:4]([F:7])([F:6])[F:5])=[O:1], predict the reactants needed to synthesize it. The reactants are: [OH:1][C:2]([C:4]([F:7])([F:6])[F:5])=[O:3].[F:8][CH:9]([F:37])[CH2:10][NH:11][C:12]1[N:17]=[C:16]2[CH2:18][NH:19][CH2:20][CH2:21][C:15]2=[N:14][C:13]=1[N:22]1[CH2:27][CH2:26][CH:25]([O:28][C:29]2[CH:34]=[CH:33][C:32]([F:35])=[CH:31][C:30]=2[F:36])[CH2:24][CH2:23]1.CCN(C(C)C)C(C)C.CS(Cl)(=O)=O. (5) Given the product [C:1]([C:4]1[C:8]([CH3:9])=[C:7]([C:10]2[CH:15]=[CH:14][N:13]=[CH:12][CH:11]=2)[NH:6][C:5]=1[C:18]1[S:17][CH:21]=[CH:20][CH:19]=1)(=[O:3])[CH3:2], predict the reactants needed to synthesize it. The reactants are: [C:1]([C:4]1[C:8]([CH3:9])=[C:7]([C:10]2[CH:15]=[CH:14][N:13]=[CH:12][CH:11]=2)[NH:6][C:5]=1Br)(=[O:3])[CH3:2].[S:17]1[CH:21]=[CH:20][CH:19]=[C:18]1B(O)O. (6) Given the product [Cl:23][C:7]1[C:6]2[C:11](=[CH:12][CH:13]=[C:4]([O:3][CH2:1][CH3:2])[CH:5]=2)[N:10]=[C:9]([C:14]2[CH:15]=[N:16][CH:17]=[CH:18][CH:19]=2)[N:8]=1, predict the reactants needed to synthesize it. The reactants are: [CH2:1]([O:3][C:4]1[CH:5]=[C:6]2[C:11](=[CH:12][CH:13]=1)[N:10]=[C:9]([C:14]1[CH:15]=[N:16][CH:17]=[CH:18][CH:19]=1)[N:8]=[C:7]2O)[CH3:2].P(Cl)(Cl)([Cl:23])=O.